This data is from Catalyst prediction with 721,799 reactions and 888 catalyst types from USPTO. The task is: Predict which catalyst facilitates the given reaction. (1) Reactant: [CH2:1]([C:4]1[CH:12]=[CH:11][C:7]([C:8](Cl)=[O:9])=[CH:6][CH:5]=1)[CH2:2][CH3:3].[NH2:13][C:14]1[NH:18][C:17]([CH2:19][C:20]2[O:24][C:23]([C:25]([O:27][CH2:28][CH3:29])=[O:26])=[CH:22][CH:21]=2)=[N:16][C:15]=1[C:30](=[O:32])[NH2:31].C(=O)([O-])O.[Na+].O. Product: [C:30]([C:15]1[N:16]=[C:17]([CH2:19][C:20]2[O:24][C:23]([C:25]([O:27][CH2:28][CH3:29])=[O:26])=[CH:22][CH:21]=2)[NH:18][C:14]=1[NH:13][C:8](=[O:9])[C:7]1[CH:11]=[CH:12][C:4]([CH2:1][CH2:2][CH3:3])=[CH:5][CH:6]=1)(=[O:32])[NH2:31]. The catalyst class is: 1. (2) Reactant: [CH:1]1([NH2:4])[CH2:3][CH2:2]1.C(N(CC)C(C)C)(C)C.[F:14][C:15]1[CH:20]=[CH:19][C:18]([N+:21]([O-:23])=[O:22])=[CH:17][C:16]=1[S:24](Cl)(=[O:26])=[O:25]. Product: [CH:1]1([NH:4][S:24]([C:16]2[CH:17]=[C:18]([N+:21]([O-:23])=[O:22])[CH:19]=[CH:20][C:15]=2[F:14])(=[O:26])=[O:25])[CH2:3][CH2:2]1. The catalyst class is: 2. (3) Reactant: [N:1]1([C:7]2[N:12]=[CH:11][C:10]([C:13]3[CH:18]=[CH:17][N:16]4[C:19]([C:22]5[CH:42]=[CH:41][C:25]([CH2:26][NH:27][C:28]([NH:30][C:31]6[CH:36]=[CH:35][CH:34]=[C:33]([C:37]([F:40])([F:39])[F:38])[CH:32]=6)=[O:29])=[CH:24][CH:23]=5)=[CH:20][N:21]=[C:15]4[CH:14]=3)=[CH:9][CH:8]=2)CCOC[CH2:2]1.C([O-])([O-])=O.[K+].[K+].N1CCNCC1. The catalyst class is: 16. Product: [CH3:2][NH:1][C:7]1[N:12]=[CH:11][C:10]([C:13]2[CH:18]=[CH:17][N:16]3[C:19]([C:22]4[CH:23]=[CH:24][C:25]([CH2:26][NH:27][C:28]([NH:30][C:31]5[CH:36]=[CH:35][CH:34]=[C:33]([C:37]([F:40])([F:38])[F:39])[CH:32]=5)=[O:29])=[CH:41][CH:42]=4)=[CH:20][N:21]=[C:15]3[CH:14]=2)=[CH:9][CH:8]=1. (4) Reactant: Br[CH2:2][C:3]1[CH:12]=[C:11]([N+:13]([O-:15])=[O:14])[CH:10]=[CH:9][C:4]=1[C:5](OC)=[O:6].[CH3:16][NH2:17].CO. Product: [CH3:16][N:17]1[CH2:2][C:3]2[C:4](=[CH:9][CH:10]=[C:11]([N+:13]([O-:15])=[O:14])[CH:12]=2)[C:5]1=[O:6]. The catalyst class is: 24. (5) Reactant: [F:1][C:2]1[CH:3]=[C:4]([CH2:9][C:10]([NH:12][C@H:13]([C:15]([NH:17][C@@H:18]2[C:24](=[O:25])[N:23]([CH2:26][C:27]([O:29]C)=[O:28])[C:22]3[CH:31]=[CH:32][CH:33]=[CH:34][C:21]=3[O:20][C@@H:19]2[C:35]2[CH:40]=[CH:39][CH:38]=[CH:37][CH:36]=2)=[O:16])[CH3:14])=[O:11])[CH:5]=[C:6]([F:8])[CH:7]=1.[OH-].[Li+].CO.Cl. Product: [F:8][C:6]1[CH:5]=[C:4]([CH2:9][C:10]([NH:12][C@H:13]([C:15]([NH:17][C@@H:18]2[C:24](=[O:25])[N:23]([CH2:26][C:27]([OH:29])=[O:28])[C:22]3[CH:31]=[CH:32][CH:33]=[CH:34][C:21]=3[O:20][C@@H:19]2[C:35]2[CH:40]=[CH:39][CH:38]=[CH:37][CH:36]=2)=[O:16])[CH3:14])=[O:11])[CH:3]=[C:2]([F:1])[CH:7]=1. The catalyst class is: 20. (6) Reactant: Cl.[CH2:2]([N:9]1[CH2:15][CH2:14][CH2:13][CH:12]([CH:16]=[O:17])[CH2:11][CH2:10]1)[C:3]1[CH:8]=[CH:7][CH:6]=[CH:5][CH:4]=1.[CH3:18][Mg]Br.CO. Product: [CH2:2]([N:9]1[CH2:15][CH2:14][CH2:13][CH:12]([CH:16]([OH:17])[CH3:18])[CH2:11][CH2:10]1)[C:3]1[CH:8]=[CH:7][CH:6]=[CH:5][CH:4]=1. The catalyst class is: 1.